Dataset: Full USPTO retrosynthesis dataset with 1.9M reactions from patents (1976-2016). Task: Predict the reactants needed to synthesize the given product. (1) Given the product [N:1]1([CH:6]2[CH2:11][CH2:10][N:9]([C:12]3[CH:17]=[CH:16][C:15]([N:18]4[CH2:22][C@H:21]([CH2:23][NH:24][C:25](=[S:39])[CH3:26])[O:20][C:19]4=[O:28])=[CH:14][C:13]=3[F:29])[CH2:8][CH2:7]2)[CH:5]=[CH:4][N:3]=[N:2]1, predict the reactants needed to synthesize it. The reactants are: [N:1]1([CH:6]2[CH2:11][CH2:10][N:9]([C:12]3[CH:17]=[CH:16][C:15]([N:18]4[CH2:22][C@H:21]([CH2:23][NH:24][C:25](=O)[CH3:26])[O:20][C:19]4=[O:28])=[CH:14][C:13]=3[F:29])[CH2:8][CH2:7]2)[CH:5]=[CH:4][N:3]=[N:2]1.COC1C=CC(P2(SP(C3C=CC(OC)=CC=3)(=S)S2)=[S:39])=CC=1. (2) Given the product [C:14]1([C:20]2([N:47]([CH3:49])[CH3:48])[CH2:21][CH2:22][CH:23]([CH2:26][O:27][CH2:28][C:29]3[C:37]4[C:32](=[CH:33][CH:34]=[C:35]([C:38]#[N:39])[CH:36]=4)[NH:31][CH:30]=3)[CH2:24][CH2:25]2)[CH:15]=[CH:16][CH:17]=[CH:18][CH:19]=1, predict the reactants needed to synthesize it. The reactants are: O.[F-].C([N+](C)(C)C)C1C=CC=CC=1.[C:14]1([C:20]2([N:47]([CH3:49])[CH3:48])[CH2:25][CH2:24][CH:23]([CH2:26][O:27][CH2:28][C:29]3[C:37]4[C:32](=[CH:33][CH:34]=[C:35]([C:38]#[N:39])[CH:36]=4)[NH:31][C:30]=3[Si](CC)(CC)CC)[CH2:22][CH2:21]2)[CH:19]=[CH:18][CH:17]=[CH:16][CH:15]=1.